This data is from Forward reaction prediction with 1.9M reactions from USPTO patents (1976-2016). The task is: Predict the product of the given reaction. (1) Given the reactants C([Mg]Cl)(C)C.Br[C:7]1[CH:8]=[N:9][CH:10]=[C:11]([C:13]#[C:14][C:15]2[CH:20]=[CH:19][C:18]([F:21])=[CH:17][CH:16]=2)[CH:12]=1.[I:22]I.O, predict the reaction product. The product is: [F:21][C:18]1[CH:19]=[CH:20][C:15]([C:14]#[C:13][C:11]2[CH:10]=[N:9][CH:8]=[C:7]([I:22])[CH:12]=2)=[CH:16][CH:17]=1. (2) Given the reactants [H-].[Na+].[F:3][C:4]1[CH:5]=[C:6]([CH:13]=[CH:14][C:15]=1[N:16]([CH3:27])[C:17]1[N:22]=[CH:21][C:20]2[N:23]=[CH:24][N:25]([CH3:26])[C:19]=2[CH:18]=1)[CH2:7][NH:8][S:9]([CH3:12])(=[O:11])=[O:10].Br[CH2:29][C:30]#[N:31], predict the reaction product. The product is: [C:30]([CH2:29][N:8]([CH2:7][C:6]1[CH:13]=[CH:14][C:15]([N:16]([CH3:27])[C:17]2[N:22]=[CH:21][C:20]3[N:23]=[CH:24][N:25]([CH3:26])[C:19]=3[CH:18]=2)=[C:4]([F:3])[CH:5]=1)[S:9]([CH3:12])(=[O:10])=[O:11])#[N:31]. (3) Given the reactants [O:1]1[CH:5]=[CH:4][CH:3]=[C:2]1[C:6]([O:8][CH2:9][CH3:10])=[O:7].[C:11]1([CH:17]([C:19]2[CH:24]=[CH:23][CH:22]=[CH:21][CH:20]=2)O)[CH:16]=[CH:15][CH:14]=[CH:13][CH:12]=1, predict the reaction product. The product is: [C:11]1([CH:17]([C:19]2[CH:20]=[CH:21][CH:22]=[CH:23][CH:24]=2)[C:5]2[O:1][C:2]([C:6]([O:8][CH2:9][CH3:10])=[O:7])=[CH:3][CH:4]=2)[CH:16]=[CH:15][CH:14]=[CH:13][CH:12]=1. (4) Given the reactants [Cl:1][C:2]1[N:7]=[C:6]([NH2:8])[CH:5]=[CH:4][N:3]=1.[H-].[Na+].Cl[C:12]1[S:13][C:14]([C:17]#[N:18])=[CH:15][N:16]=1, predict the reaction product. The product is: [Cl:1][C:2]1[N:7]=[C:6]([NH:8][C:12]2[S:13][C:14]([C:17]#[N:18])=[CH:15][N:16]=2)[CH:5]=[CH:4][N:3]=1. (5) The product is: [CH:1]1[C:10]2[C:5](=[CH:6][CH:7]=[CH:8][CH:9]=2)[CH:4]=[C:3]([C:11]([NH:15][NH2:16])=[O:13])[N:2]=1. Given the reactants [CH:1]1[C:10]2[C:5](=[CH:6][CH:7]=[CH:8][CH:9]=2)[CH:4]=[C:3]([C:11]([O:13]C)=O)[N:2]=1.[NH2:15][NH2:16], predict the reaction product. (6) Given the reactants [N:1]1([CH:6]2[CH2:11][CH2:10][CH:9]([NH:12]C(=O)OC(C)(C)C)[CH2:8][CH2:7]2)[CH2:5][CH2:4][CH2:3][CH2:2]1, predict the reaction product. The product is: [N:1]1([CH:6]2[CH2:11][CH2:10][CH:9]([NH2:12])[CH2:8][CH2:7]2)[CH2:2][CH2:3][CH2:4][CH2:5]1.